Dataset: Catalyst prediction with 721,799 reactions and 888 catalyst types from USPTO. Task: Predict which catalyst facilitates the given reaction. (1) Reactant: [CH2:1]([N:8]1[C:16]2[C:11](=[CH:12][CH:13]=[CH:14][CH:15]=2)[C:10]([C:17]2[O:18][C:19]([C:22]3[CH:23]=[C:24]4[C:29](=[CH:30][CH:31]=3)[CH:28]=[C:27]([O:32][CH2:33][C:34]#[N:35])[CH:26]=[CH:25]4)=[CH:20][N:21]=2)=[CH:9]1)[C:2]1[CH:7]=[CH:6][CH:5]=[CH:4][CH:3]=1.[N-:36]=[N+:37]=[N-:38].[Na+].[Cl-].[NH4+].Cl. Product: [CH2:1]([N:8]1[C:16]2[C:11](=[CH:12][CH:13]=[CH:14][CH:15]=2)[C:10]([C:17]2[O:18][C:19]([C:22]3[CH:31]=[CH:30][C:29]4[C:24](=[CH:25][CH:26]=[C:27]([O:32][CH2:33][C:34]5[NH:38][N:37]=[N:36][N:35]=5)[CH:28]=4)[CH:23]=3)=[CH:20][N:21]=2)=[CH:9]1)[C:2]1[CH:7]=[CH:6][CH:5]=[CH:4][CH:3]=1. The catalyst class is: 18. (2) The catalyst class is: 242. Product: [ClH:33].[F:1][C:2]([F:22])([F:23])[C:3]1[CH:21]=[CH:20][C:6]([CH2:7][O:8][NH2:9])=[CH:5][CH:4]=1. Reactant: [F:1][C:2]([F:23])([F:22])[C:3]1[CH:21]=[CH:20][C:6]([CH2:7][O:8][N:9]2C(=O)C3C(=CC=CC=3)C2=O)=[CH:5][CH:4]=1.O.NN.C([O-])([O-])=O.[K+].[K+].[ClH:33]. (3) Reactant: [C:1]([O:5][C:6](=[O:29])[C:7]([O:10]/[N:11]=[C:12](/[C:16]1[N:17]=[C:18]([NH:21][C:22]([O:24][C:25]([CH3:28])([CH3:27])[CH3:26])=[O:23])[S:19][CH:20]=1)\[C:13](O)=[O:14])([CH3:9])[CH3:8])([CH3:4])([CH3:3])[CH3:2].CCN(C(C)C)C(C)C.CN(C(ON1N=NC2C=CC=NC1=2)=[N+](C)C)C.F[P-](F)(F)(F)(F)F.[C:63]([O:67][C:68](=[O:83])[NH:69][CH2:70][C:71]1[N:75]([CH2:76][C@@H:77]2[C@H:80]([NH2:81])[C:79](=[O:82])[NH:78]2)[N:74]=[N:73][N:72]=1)([CH3:66])([CH3:65])[CH3:64]. Product: [C:63]([O:67][C:68]([NH:69][CH2:70][C:71]1[N:75]([CH2:76][C@@H:77]2[C@H:80]([NH:81][C:13](=[O:14])/[C:12](=[N:11]\[O:10][C:7]([CH3:8])([CH3:9])[C:6]([O:5][C:1]([CH3:4])([CH3:3])[CH3:2])=[O:29])/[C:16]3[N:17]=[C:18]([NH:21][C:22]([O:24][C:25]([CH3:27])([CH3:28])[CH3:26])=[O:23])[S:19][CH:20]=3)[C:79](=[O:82])[NH:78]2)[N:74]=[N:73][N:72]=1)=[O:83])([CH3:66])([CH3:64])[CH3:65]. The catalyst class is: 59. (4) Product: [C:16]([O:15][C:13]([N:11]1[CH2:10][CH2:9][CH:8]([C:5]2[CH:6]=[CH:7][C:2]([Cl:1])=[C:3]([CH3:22])[CH:4]=2)[CH2:12]1)=[O:14])([CH3:19])([CH3:18])[CH3:17]. Reactant: [Cl:1][C:2]1[CH:7]=[CH:6][C:5]([CH:8]2[CH2:12][N:11]([C:13]([O:15][C:16]([CH3:19])([CH3:18])[CH3:17])=[O:14])[CH:10](OC)[CH2:9]2)=[CH:4][C:3]=1[CH3:22].[BH4-].[Na+].C([O-])(O)=O.[Na+]. The catalyst class is: 15. (5) Reactant: [NH2:1][N:2]1[C:11]2[C:6](=[N:7][CH:8]=[CH:9][CH:10]=2)[CH:5]=[CH:4][C:3]1=[NH2+:12].CC1C=C(C)C=C(C)C=1S([O-])(=O)=O.[Cl:26][CH:27]([Cl:32])[C:28](OC)=O.C(=O)([O-])[O-].[K+].[K+]. Product: [Cl:26][CH:27]([Cl:32])[C:28]1[N:12]=[C:3]2[CH:4]=[CH:5][C:6]3[C:11]([N:2]2[N:1]=1)=[CH:10][CH:9]=[CH:8][N:7]=3. The catalyst class is: 14. (6) Reactant: [C:1]([O:5][C:6]([N:8]1[CH2:13][CH2:12][CH2:11][CH:10]([C:14]2[CH:19]=[CH:18][CH:17]=[CH:16][CH:15]=2)[CH:9]1[C:20](O)=[O:21])=[O:7])([CH3:4])([CH3:3])[CH3:2]. Product: [OH:21][CH2:20][CH:9]1[CH:10]([C:14]2[CH:19]=[CH:18][CH:17]=[CH:16][CH:15]=2)[CH2:11][CH2:12][CH2:13][N:8]1[C:6]([O:5][C:1]([CH3:4])([CH3:3])[CH3:2])=[O:7]. The catalyst class is: 1. (7) Reactant: [F:1][C:2]1[CH:7]=[CH:6][CH:5]=[C:4]([F:8])[C:3]=1[N:9]1[C:13]2[N:14]=[C:15](SC)[N:16]=[CH:17][C:12]=2[CH:11]=[C:10]1[C:20]([C:22]1[CH:27]=[CH:26][C:25]([F:28])=[CH:24][CH:23]=1)=[O:21].O[O:30][S:31]([O-:33])=O.[K+].S([O-])(O[O-])(=O)=O.[K+].[K+].[C:43]([O-])(O)=O.[Na+]. Product: [F:8][C:4]1[CH:5]=[CH:6][CH:7]=[C:2]([F:1])[C:3]=1[N:9]1[C:13]2[N:14]=[C:15]([S:31]([CH3:43])(=[O:33])=[O:30])[N:16]=[CH:17][C:12]=2[CH:11]=[C:10]1[C:20]([C:22]1[CH:23]=[CH:24][C:25]([F:28])=[CH:26][CH:27]=1)=[O:21]. The catalyst class is: 278.